From a dataset of Full USPTO retrosynthesis dataset with 1.9M reactions from patents (1976-2016). Predict the reactants needed to synthesize the given product. (1) Given the product [C:11]1([C@H:17]2[C@H:22]([O:23][CH3:24])[C@H:21]([O:25][CH2:26][C:27]3[CH:32]=[CH:31][C:30]([O:33][CH3:34])=[CH:29][CH:28]=3)[CH2:20][CH2:19][C@:18]32[O:35][CH2:2]3)[CH2:16][CH2:15][CH2:14][CH2:13][CH:12]=1, predict the reactants needed to synthesize it. The reactants are: [I-].[CH3:2][S+](C)(C)=O.[H-].[Na+].[I-].[Li+].[C:11]1([C@H:17]2[C@H:22]([O:23][CH3:24])[C@H:21]([O:25][CH2:26][C:27]3[CH:32]=[CH:31][C:30]([O:33][CH3:34])=[CH:29][CH:28]=3)[CH2:20][CH2:19][C:18]2=[O:35])[CH2:16][CH2:15][CH2:14][CH2:13][CH:12]=1. (2) Given the product [Cl:19][C:16]1[CH:17]=[CH:18][C:13]([C@H:12]2[N:11]3[C:10]([S:20][C:23]([C:24]([O:26][CH2:27][CH3:28])=[O:25])=[C:29]3[CH2:30][CH3:31])=[N:9][C@:8]2([C:5]2[CH:4]=[CH:3][C:2]([Cl:1])=[CH:7][CH:6]=2)[CH3:21])=[CH:14][CH:15]=1, predict the reactants needed to synthesize it. The reactants are: [Cl:1][C:2]1[CH:7]=[CH:6][C:5]([C@@:8]2([CH3:21])[C@@H:12]([C:13]3[CH:18]=[CH:17][C:16]([Cl:19])=[CH:15][CH:14]=3)[NH:11][C:10](=[S:20])[NH:9]2)=[CH:4][CH:3]=1.Cl[CH:23]([C:29](=O)[CH2:30][CH3:31])[C:24]([O:26][CH2:27][CH3:28])=[O:25]. (3) Given the product [Cl:1][C:2]1[CH:7]=[CH:6][C:5]([CH:8]([NH:16][C:17]2[CH:26]=[CH:25][CH:24]=[C:23]3[C:18]=2[CH:19]=[CH:20][C:21]([CH3:27])=[N:22]3)[C:9]([CH2:11][S:33][CH2:31][CH3:32])([C:12]([F:13])([F:15])[F:14])[OH:10])=[C:4]([F:28])[C:3]=1[O:29][CH3:30], predict the reactants needed to synthesize it. The reactants are: [Cl:1][C:2]1[CH:7]=[CH:6][C:5]([CH:8]([NH:16][C:17]2[CH:26]=[CH:25][CH:24]=[C:23]3[C:18]=2[CH:19]=[CH:20][C:21]([CH3:27])=[N:22]3)[C:9]2([C:12]([F:15])([F:14])[F:13])[CH2:11][O:10]2)=[C:4]([F:28])[C:3]=1[O:29][CH3:30].[CH2:31]([SH:33])[CH3:32].C(=O)([O-])[O-].[Cs+].[Cs+]. (4) Given the product [Cl:1][C:2]1[CH:9]=[C:8]([N:10]([C@H:11]2[CH2:15][CH2:14][N:13]([CH2:30][C:29]3[N:25]([CH3:24])[N:26]=[C:27]([CH3:32])[CH:28]=3)[CH2:12]2)[CH2:16][C:17]2[CH:22]=[CH:21][CH:20]=[CH:19][C:18]=2[CH3:23])[CH:7]=[CH:6][C:3]=1[C:4]#[N:5], predict the reactants needed to synthesize it. The reactants are: [Cl:1][C:2]1[CH:9]=[C:8]([N:10]([CH2:16][C:17]2[CH:22]=[CH:21][CH:20]=[CH:19][C:18]=2[CH3:23])[C@H:11]2[CH2:15][CH2:14][NH:13][CH2:12]2)[CH:7]=[CH:6][C:3]=1[C:4]#[N:5].[CH3:24][N:25]1[C:29]([CH:30]=O)=[CH:28][C:27]([CH3:32])=[N:26]1. (5) The reactants are: [CH2:1]([O:4][C:5]1[CH:14]=[C:13]2[C:8]([C:9](=[O:25])[CH:10]=[C:11]([C:15]3[CH:20]=[C:19]([O:21][CH3:22])[C:18]([O:23][CH3:24])=[CH:17][CH:16]=3)[O:12]2)=[C:7]([OH:26])[CH:6]=1)[C:2]#[CH:3].[C:27](=O)([O-])[O-].[K+].[K+].CC(C)=O.S(OC)(OC)(=O)=O. Given the product [CH2:1]([O:4][C:5]1[CH:14]=[C:13]2[C:8]([C:9](=[O:25])[CH:10]=[C:11]([C:15]3[CH:16]=[CH:17][C:18]([O:23][CH3:24])=[C:19]([O:21][CH3:22])[CH:20]=3)[O:12]2)=[C:7]([O:26][CH3:27])[CH:6]=1)[C:2]#[CH:3], predict the reactants needed to synthesize it.